From a dataset of Full USPTO retrosynthesis dataset with 1.9M reactions from patents (1976-2016). Predict the reactants needed to synthesize the given product. (1) Given the product [O:24]1[C:19]2[CH:18]=[CH:17][C:16]([C:3]3[CH:4]=[CH:5][NH:1][N:2]=3)=[CH:25][C:20]=2[CH2:21][CH2:22][CH2:23]1, predict the reactants needed to synthesize it. The reactants are: [NH:1]1[CH:5]=[CH:4][C:3](B(O)O)=[N:2]1.COCCOC.I[C:16]1[CH:17]=[CH:18][C:19]2[O:24][CH2:23][CH2:22][CH2:21][C:20]=2[CH:25]=1.C(=O)([O-])[O-].[K+].[K+]. (2) The reactants are: [Cl:1][C:2]1[CH:3]=[C:4]([C:9]2[S:10][CH:11]=[C:12]([C:15]([CH3:17])=O)[C:13]=2[OH:14])[CH:5]=[CH:6][C:7]=1[Cl:8].[C:18]([O:22][C:23](=[O:37])[CH2:24][NH:25][C:26]([C:28]1[S:29][C:30]([C:33]([NH:35][NH2:36])=[O:34])=[CH:31][CH:32]=1)=[O:27])([CH3:21])([CH3:20])[CH3:19].O.C1(C)C=CC(S(O)(=O)=O)=CC=1.O. Given the product [C:18]([O:22][C:23](=[O:37])[CH2:24][NH:25][C:26]([C:28]1[S:29][C:30]([C:33]([NH:35][N:36]=[C:15]([C:12]2[C:13]([OH:14])=[C:9]([C:4]3[CH:5]=[CH:6][C:7]([Cl:8])=[C:2]([Cl:1])[CH:3]=3)[S:10][CH:11]=2)[CH3:17])=[O:34])=[CH:31][CH:32]=1)=[O:27])([CH3:21])([CH3:19])[CH3:20], predict the reactants needed to synthesize it. (3) The reactants are: [OH:1][C@@H:2]1[CH2:7][CH2:6][CH2:5][NH:4][CH2:3]1.[C:8]([O:12][C:13](O[C:13]([O:12][C:8]([CH3:11])([CH3:10])[CH3:9])=[O:14])=[O:14])([CH3:11])([CH3:10])[CH3:9].CN1CCOCC1. Given the product [C:13]([N:4]1[CH2:5][CH2:6][CH2:7][C@@H:2]([OH:1])[CH2:3]1)([O:12][C:8]([CH3:11])([CH3:10])[CH3:9])=[O:14], predict the reactants needed to synthesize it. (4) Given the product [C:31]([C:28]1([C:24]2[CH:23]=[C:22]([CH:27]=[CH:26][CH:25]=2)[C:21]([NH:20][C:14]2[CH:15]=[CH:16][C:17]([O:18][CH3:19])=[C:12]([O:11][C:9]3[CH:8]=[CH:7][C:5]4[N:6]=[C:2]([NH:1][C:38](=[O:37])[CH2:39][OH:40])[S:3][C:4]=4[CH:10]=3)[CH:13]=2)=[O:33])[CH2:30][CH2:29]1)#[N:32], predict the reactants needed to synthesize it. The reactants are: [NH2:1][C:2]1[S:3][C:4]2[CH:10]=[C:9]([O:11][C:12]3[CH:13]=[C:14]([NH:20][C:21](=[O:33])[C:22]4[CH:27]=[CH:26][CH:25]=[C:24]([C:28]5([C:31]#[N:32])[CH2:30][CH2:29]5)[CH:23]=4)[CH:15]=[CH:16][C:17]=3[O:18][CH3:19])[CH:8]=[CH:7][C:5]=2[N:6]=1.C([O:37][CH2:38][C:39](Cl)=[O:40])(=O)C.O. (5) Given the product [Cl:15][C:16]1[CH:17]=[N:18][CH:19]=[C:20]([Cl:23])[C:21]=1[O:8][C:5]1[CH:6]=[CH:7][C:2]([NH2:1])=[CH:3][CH:4]=1, predict the reactants needed to synthesize it. The reactants are: [NH2:1][C:2]1[CH:7]=[CH:6][C:5]([OH:8])=[CH:4][CH:3]=1.CC([O-])(C)C.[K+].[Cl:15][C:16]1[CH:17]=[N:18][CH:19]=[C:20]([Cl:23])[C:21]=1Cl.